From a dataset of Forward reaction prediction with 1.9M reactions from USPTO patents (1976-2016). Predict the product of the given reaction. (1) Given the reactants [Na+].[Na+].C([O:5][CH2:6][C:7]1[CH:15]=[CH:14][CH:13]=[C:9]([C:10]([O-:12])=[O:11])[C:8]=1[C:16]([O-:18])=[O:17])C.[Mn]([O-])(=O)(=O)=[O:20].[K+], predict the reaction product. The product is: [C:6]([OH:5])(=[O:20])[C:7]1[CH:15]=[CH:14][CH:13]=[C:9]([C:10]([OH:12])=[O:11])[C:8]=1[C:16]([OH:18])=[O:17]. (2) Given the reactants [Br:1][C:2]1[CH:3]=[C:4]2[C:8](=[CH:9][CH:10]=1)[NH:7][CH:6]=[C:5]2[CH:11]=O.[BH4-].[Na+].[C-:15]#[N:16].[K+], predict the reaction product. The product is: [Br:1][C:2]1[CH:3]=[C:4]2[C:8](=[CH:9][CH:10]=1)[NH:7][CH:6]=[C:5]2[CH2:11][C:15]#[N:16]. (3) Given the reactants C([O:4][C@@H:5]1[C@@H:18]([O:19]C(=O)C)[C@H:17]([O:23]C(=O)C)[CH2:16][S:15][C@H:6]1[O:7][C:8]1[CH:9]=[N:10][CH:11]=[C:12](Br)[CH:13]=1)(=O)C.[CH2:27]([NH2:34])[C:28]1[CH:33]=[CH:32][CH:31]=[CH:30][CH:29]=1.N12CCCN=C1CCCCC2.C1C[O:49][CH2:48]C1, predict the reaction product. The product is: [O:7]([C:8]1[CH:9]=[N:10][CH:11]=[C:12]([C:48]([NH:34][CH2:27][C:28]2[CH:33]=[CH:32][CH:31]=[CH:30][CH:29]=2)=[O:49])[CH:13]=1)[C@@H:6]1[S:15][CH2:16][C@@H:17]([OH:23])[C@H:18]([OH:19])[C@H:5]1[OH:4]. (4) Given the reactants [Cl:1][C:2]1[CH:7]=[CH:6][CH:5]=[C:4]([Cl:8])[C:3]=1[N:9]1[CH:36]=[C:35]([C:37]2[NH:38][CH:39]=[CH:40][N:41]=2)[C:12]2[N:13]=[C:14]([NH:17][C:18]3[CH:19]=[C:20]4[C:25](=[CH:26][CH:27]=3)[CH2:24][N:23](C(OC(C)(C)C)=O)[CH2:22][CH2:21]4)[N:15]=[CH:16][C:11]=2[C:10]1=[O:42].[C:43]([OH:49])([C:45]([F:48])([F:47])[F:46])=[O:44].ClCCl, predict the reaction product. The product is: [Cl:1][C:2]1[CH:7]=[CH:6][CH:5]=[C:4]([Cl:8])[C:3]=1[N:9]1[CH:36]=[C:35]([C:37]2[NH:41][CH:40]=[CH:39][N:38]=2)[C:12]2[N:13]=[C:14]([NH:17][C:18]3[CH:19]=[C:20]4[C:25](=[CH:26][CH:27]=3)[CH2:24][NH:23][CH2:22][CH2:21]4)[N:15]=[CH:16][C:11]=2[C:10]1=[O:42].[C:43]([OH:49])([C:45]([F:48])([F:47])[F:46])=[O:44]. (5) Given the reactants C(OC([N:8]1[CH2:13][CH2:12][CH:11]([NH:14][C:15]2[C:20]([Cl:21])=[C:19]([Cl:22])[N:18]=[C:17]([Cl:23])[N:16]=2)[CH2:10][CH2:9]1)=O)(C)(C)C, predict the reaction product. The product is: [ClH:21].[ClH:21].[NH:8]1[CH2:9][CH2:10][CH:11]([NH:14][C:15]2[C:20]([Cl:21])=[C:19]([Cl:22])[N:18]=[C:17]([Cl:23])[N:16]=2)[CH2:12][CH2:13]1. (6) Given the reactants [CH3:1][O:2][C:3]1[CH:8]=[CH:7][CH:6]=[CH:5][C:4]=1[OH:9].C(=O)([O-])[O-].[K+].[K+].[CH3:16][O:17][C:18](=[O:25])[CH:19](Cl)[C:20]([O:22][CH3:23])=[O:21], predict the reaction product. The product is: [CH3:16][O:17][C:18](=[O:25])[CH:19]([O:9][C:4]1[CH:5]=[CH:6][CH:7]=[CH:8][C:3]=1[O:2][CH3:1])[C:20]([O:22][CH3:23])=[O:21].